Dataset: HIV replication inhibition screening data with 41,000+ compounds from the AIDS Antiviral Screen. Task: Binary Classification. Given a drug SMILES string, predict its activity (active/inactive) in a high-throughput screening assay against a specified biological target. (1) The drug is O=C1C=C(c2ccccc2)Sc2ccccc2N1. The result is 0 (inactive). (2) The molecule is CC(CCC=C(c1cc(Cl)c(O)c(C(=O)O)c1)c1cc(Cl)c(O)c(C(=O)O)c1)C1CCC2C3CCC4CCCCC4(C)C3CCC12C.N. The result is 1 (active). (3) The molecule is COC(=O)NC(=O)NC(Cc1ccccc1)NC(=O)OCc1ccccc1. The result is 0 (inactive). (4) The drug is Cc1cc(C2(c3cc(C)c(O)cc3C)OS(=O)(=O)c3ccccc32)c(C)cc1O. The result is 0 (inactive). (5) The molecule is Cn1c2ccccc2n2c(=O)c3c(c(C#N)c12)CCCC3. The result is 0 (inactive). (6) The molecule is CC(=NNC(=O)NN=C(C)c1ccccn1)c1ccccn1. The result is 0 (inactive). (7) The molecule is Nc1ccc2oc3cccc(N)c3c(=O)c2c1. The result is 0 (inactive). (8) The compound is COc1ccc(NC(=O)N=C2CN(C(=O)c3c(F)cccc3F)C(=O)N2c2ccc(OC)cc2)cc1. The result is 0 (inactive). (9) The result is 0 (inactive). The molecule is O=C(C1OC1c1ccc(F)cc1)C12CC3CC(CC(C3)C1)C2.